From a dataset of Catalyst prediction with 721,799 reactions and 888 catalyst types from USPTO. Predict which catalyst facilitates the given reaction. (1) Reactant: C[O:2][C:3](=O)[CH:4]([CH:9](SC1C=CC(Cl)=CC=1)[C:10]1[C:15]([F:16])=[CH:14][CH:13]=[C:12]([F:17])[C:11]=1[F:18])[C:5](OC)=[O:6].CC(C[AlH]CC(C)C)C.[Cl:37][C:38]1[CH:39]=[C:40]([CH:45]=[CH:46][CH:47]=1)C(OO)=O.[O-:48][S:49]([O-:51])=O.[Na+].[Na+]. Product: [Cl:37][C:38]1[CH:39]=[CH:40][C:45]([S:49]([CH:9]([C:10]2[C:15]([F:16])=[CH:14][CH:13]=[C:12]([F:17])[C:11]=2[F:18])[CH:4]([CH2:5][OH:6])[CH2:3][OH:2])(=[O:51])=[O:48])=[CH:46][CH:47]=1. The catalyst class is: 20. (2) Reactant: [Br:1][C:2]1[CH:3]=[CH:4][C:5]([OH:10])=[C:6]([CH:9]=1)[CH:7]=[O:8].Br[CH2:12][CH:13]([F:15])[F:14].C([O-])([O-])=O.[Cs+].[Cs+]. Product: [Br:1][C:2]1[CH:3]=[CH:4][C:5]([O:10][CH2:12][CH:13]([F:15])[F:14])=[C:6]([CH:9]=1)[CH:7]=[O:8]. The catalyst class is: 3. (3) Reactant: [OH:1][C:2]1[CH:11]=[CH:10][C:9]([NH:12][C:13](=[O:33])[CH2:14][CH2:15][CH2:16]/[CH:17]=[CH:18]\[CH2:19]/[CH:20]=[CH:21]\[CH2:22]/[CH:23]=[CH:24]\[CH2:25]/[CH:26]=[CH:27]\[CH2:28][CH2:29][CH2:30][CH2:31][CH3:32])=[CH:8][C:3]=1[C:4]([O:6]C)=[O:5]. Product: [OH:1][C:2]1[CH:11]=[CH:10][C:9]([NH:12][C:13](=[O:33])[CH2:14][CH2:15][CH2:16]/[CH:17]=[CH:18]\[CH2:19]/[CH:20]=[CH:21]\[CH2:22]/[CH:23]=[CH:24]\[CH2:25]/[CH:26]=[CH:27]\[CH2:28][CH2:29][CH2:30][CH2:31][CH3:32])=[CH:8][C:3]=1[C:4]([OH:6])=[O:5]. The catalyst class is: 464. (4) Product: [CH3:19][O:18][CH:15]([O:14][CH3:13])[CH2:16][N:12]([CH2:11][CH2:10][C:3]1[CH:4]=[C:5]([O:8][CH3:9])[CH:6]=[CH:7][C:2]=1[F:1])[C:31](=[O:32])[C:30]([F:41])([F:40])[F:29]. Reactant: [F:1][C:2]1[CH:7]=[CH:6][C:5]([O:8][CH3:9])=[CH:4][C:3]=1[CH2:10][CH2:11][NH2:12].[CH3:13][O:14][CH:15]([O:18][CH3:19])[CH:16]=O.[BH4-].[Na+].C(N(CC)CC)C.[F:29][C:30]([F:41])([F:40])[C:31](O[C:31](=[O:32])[C:30]([F:41])([F:40])[F:29])=[O:32]. The catalyst class is: 5. (5) Reactant: [Br:1][C:2]1[CH:7]=[C:6]([N+:8]([O-])=O)[C:5]([NH2:11])=[C:4]([N+:12]([O-:14])=[O:13])[CH:3]=1. Product: [Br:1][C:2]1[CH:7]=[C:6]([NH2:8])[C:5]([NH2:11])=[C:4]([N+:12]([O-:14])=[O:13])[CH:3]=1. The catalyst class is: 14. (6) The catalyst class is: 2. Product: [CH2:9]([O:16][C:17](=[O:18])[NH:1][C@H:2]([CH2:7][OH:8])[C@@H:3]([CH3:4])[CH2:5][CH3:6])[C:10]1[CH:15]=[CH:14][CH:13]=[CH:12][CH:11]=1. Reactant: [NH2:1][C@H:2]([CH2:7][OH:8])[C@H:3]([CH2:5][CH3:6])[CH3:4].[CH2:9]([O:16][C:17](Cl)=[O:18])[C:10]1[CH:15]=[CH:14][CH:13]=[CH:12][CH:11]=1.C(N(CC)CC)C. (7) Reactant: [F:1][C:2]1[CH:3]=[C:4]([C:9]2([C:15]#[N:16])[CH2:14][CH2:13][CH2:12][CH2:11][CH2:10]2)[CH:5]=[C:6]([F:8])[CH:7]=1.C([O-])([O-])=[O:18].[K+].[K+].OO. Product: [F:1][C:2]1[CH:3]=[C:4]([C:9]2([C:15]([NH2:16])=[O:18])[CH2:14][CH2:13][CH2:12][CH2:11][CH2:10]2)[CH:5]=[C:6]([F:8])[CH:7]=1. The catalyst class is: 58.